From a dataset of Peptide-MHC class I binding affinity with 185,985 pairs from IEDB/IMGT. Regression. Given a peptide amino acid sequence and an MHC pseudo amino acid sequence, predict their binding affinity value. This is MHC class I binding data. (1) The peptide sequence is MVLLTMKEK. The MHC is HLA-A11:01 with pseudo-sequence HLA-A11:01. The binding affinity (normalized) is 0.454. (2) The peptide sequence is KLLTKPWDV. The MHC is HLA-A02:01 with pseudo-sequence HLA-A02:01. The binding affinity (normalized) is 0.923. (3) The peptide sequence is YPFYVSPTEM. The MHC is HLA-B07:02 with pseudo-sequence HLA-B07:02. The binding affinity (normalized) is 0.295.